This data is from Forward reaction prediction with 1.9M reactions from USPTO patents (1976-2016). The task is: Predict the product of the given reaction. (1) Given the reactants [Si]([O:8][CH2:9][CH2:10][N:11]1[C:20]2[C:15](=[CH:16][CH:17]=[CH:18][CH:19]=2)[CH2:14][CH:13]([NH:21][C:22]([C:24]2[NH:33][C:27]3=[CH:28][N:29]=[C:30]([Cl:32])[CH:31]=[C:26]3[CH:25]=2)=[O:23])[C:12]1=[O:34])(C(C)(C)C)(C)C.CCCC[N+](CCCC)(CCCC)CCCC.[F-], predict the reaction product. The product is: [OH:8][CH2:9][CH2:10][N:11]1[C:20]2[C:15](=[CH:16][CH:17]=[CH:18][CH:19]=2)[CH2:14][CH:13]([NH:21][C:22]([C:24]2[NH:33][C:27]3=[CH:28][N:29]=[C:30]([Cl:32])[CH:31]=[C:26]3[CH:25]=2)=[O:23])[C:12]1=[O:34]. (2) Given the reactants [NH:1]1[CH2:6][CH2:5][CH:4]([N:7]2[CH:11]=[C:10]([C:12]3[CH:17]=[N:16][N:15]4[C:18]([C:21]5[CH:22]=[C:23]([NH:27][C:28]([NH:30][CH2:31][C:32]([F:35])([F:34])[F:33])=[O:29])[CH:24]=[CH:25][CH:26]=5)=[CH:19][N:20]=[C:14]4[CH:13]=3)[CH:9]=[N:8]2)[CH2:3][CH2:2]1.[F:36][C:37]([F:44])([F:43])[CH:38]([OH:42])[C:39](O)=[O:40], predict the reaction product. The product is: [F:34][C:32]([F:33])([F:35])[CH2:31][NH:30][C:28]([NH:27][C:23]1[CH:24]=[CH:25][CH:26]=[C:21]([C:18]2[N:15]3[N:16]=[CH:17][C:12]([C:10]4[CH:9]=[N:8][N:7]([CH:4]5[CH2:5][CH2:6][N:1]([C:39](=[O:40])[CH:38]([OH:42])[C:37]([F:44])([F:43])[F:36])[CH2:2][CH2:3]5)[CH:11]=4)=[CH:13][C:14]3=[N:20][CH:19]=2)[CH:22]=1)=[O:29]. (3) Given the reactants [CH3:1][N:2]1[C:10](=[O:11])[C:9]2[C:4](=[CH:5][C:6]([C:12]([O:14]C)=[O:13])=[CH:7][CH:8]=2)[N:3]1C(OCC)=O.[OH-].[K+], predict the reaction product. The product is: [CH3:1][N:2]1[C:10](=[O:11])[C:9]2[C:4](=[CH:5][C:6]([C:12]([OH:14])=[O:13])=[CH:7][CH:8]=2)[NH:3]1. (4) Given the reactants [F:1][C:2]1[CH:16]=[CH:15][C:5]([C:6]([C:8]2[C:13]([OH:14])=[CH:12][CH:11]=[CH:10][N:9]=2)=[O:7])=[CH:4][CH:3]=1.Br[CH2:18][C:19]([O:21][CH2:22][CH3:23])=[O:20].C(=O)([O-])[O-].[K+].[K+], predict the reaction product. The product is: [F:1][C:2]1[CH:16]=[CH:15][C:5]([C:6]([C:8]2[C:13]([O:14][CH2:18][C:19]([O:21][CH2:22][CH3:23])=[O:20])=[CH:12][CH:11]=[CH:10][N:9]=2)=[O:7])=[CH:4][CH:3]=1. (5) Given the reactants [CH2:1]([O:5][C:6]1[CH:14]=[CH:13][C:9]([C:10]([OH:12])=O)=[CH:8][CH:7]=1)[CH2:2][CH2:3][CH3:4].[CH3:15][N:16]1[CH:23]2[CH:19]([N:20]([C:24]3[CH:29]=[CH:28][C:27]([NH2:30])=[CH:26][CH:25]=3)[CH2:21][CH2:22]2)[CH2:18][CH2:17]1, predict the reaction product. The product is: [CH2:1]([O:5][C:6]1[CH:7]=[CH:8][C:9]([C:10]([NH:30][C:27]2[CH:26]=[CH:25][C:24]([N:20]3[CH2:21][CH2:22][CH:23]4[N:16]([CH3:15])[CH2:17][CH2:18][CH:19]34)=[CH:29][CH:28]=2)=[O:12])=[CH:13][CH:14]=1)[CH2:2][CH2:3][CH3:4]. (6) Given the reactants [CH2:1]([O:8][C:9]([NH:11][C@H:12]([C:16]([O:18][CH2:19][CH2:20][C:21]([OH:23])=[O:22])=[O:17])[CH:13]([CH3:15])[CH3:14])=[O:10])[C:2]1[CH:7]=[CH:6][CH:5]=[CH:4][CH:3]=1.[OH-].C([N+](CCCC)(CCCC)CCCC)CCC.[Cl:42][CH2:43]I, predict the reaction product. The product is: [CH2:1]([O:8][C:9]([NH:11][C@H:12]([C:16]([O:18][CH2:19][CH2:20][C:21]([O:23][CH2:43][Cl:42])=[O:22])=[O:17])[CH:13]([CH3:15])[CH3:14])=[O:10])[C:2]1[CH:3]=[CH:4][CH:5]=[CH:6][CH:7]=1.